Dataset: Full USPTO retrosynthesis dataset with 1.9M reactions from patents (1976-2016). Task: Predict the reactants needed to synthesize the given product. (1) Given the product [C:25]1([CH3:31])[CH:30]=[CH:29][C:2]([S:3]([OH:6])(=[O:5])=[O:4])=[CH:27][CH:26]=1.[C:13]1([CH3:12])[C:18]([S:32]([OH:35])(=[O:34])=[O:33])=[CH:17][CH:16]=[CH:15][CH:14]=1, predict the reactants needed to synthesize it. The reactants are: F[C:2](F)(F)[S:3]([O-:6])(=[O:5])=[O:4].C([N+]1C=CN(C)C=1)CC[CH2:12][CH2:13][CH2:14][CH2:15][CH2:16][CH2:17][CH3:18].[C:25]1([CH3:31])[CH:30]=[CH:29]C=[CH:27][CH:26]=1.[S:32](=[O:35])(=[O:34])=[O:33]. (2) Given the product [CH3:17][C:16]1[CH:15]=[CH:14][C:9]([C:10]([OH:12])=[O:11])=[CH:8][C:7]=1[NH:6][C:5](=[O:18])[NH:4][CH:1]([CH3:2])[CH3:3], predict the reactants needed to synthesize it. The reactants are: [CH:1]([NH:4][C:5](=[O:18])[NH:6][C:7]1[CH:8]=[C:9]([CH:14]=[CH:15][C:16]=1[CH3:17])[C:10]([O:12]C)=[O:11])([CH3:3])[CH3:2].[OH-].[Na+]. (3) Given the product [Cl:35][C:32]1[CH:31]=[N:30][C:29]([N:23]2[CH2:22][CH2:21][C:20]3([CH2:19][C:18]4([O:17][C:14]5=[CH:15][N:16]=[C:11]([C:8]6[CH2:9][CH2:10][N:5]([S:2]([CH3:1])(=[O:4])=[O:3])[CH2:6][CH:7]=6)[CH:12]=[C:13]5[CH2:27]4)[CH2:26]3)[CH2:25][CH2:24]2)=[N:34][CH:33]=1, predict the reactants needed to synthesize it. The reactants are: [CH3:1][S:2]([N:5]1[CH2:10][CH:9]=[C:8]([C:11]2[CH:12]=[C:13]3[CH2:27][C:18]4([CH2:26][C:20]5([CH2:25][CH2:24][NH:23][CH2:22][CH2:21]5)[CH2:19]4)[O:17][C:14]3=[CH:15][N:16]=2)[CH2:7][CH2:6]1)(=[O:4])=[O:3].Cl[C:29]1[N:34]=[CH:33][C:32]([Cl:35])=[CH:31][N:30]=1. (4) Given the product [C:6]([O:29][C:27](=[O:28])[NH:21][CH2:20][CH2:24][N:9]1[CH:10]=[C:6]2[C:7]([N:2]([CH3:1])[C:3](=[O:13])[N:4]([CH3:12])[C:5]2=[O:11])=[CH:8]1)([CH3:7])([CH3:10])[CH3:5], predict the reactants needed to synthesize it. The reactants are: [CH3:1][N:2]1[C:7]2=[CH:8][NH:9][CH:10]=[C:6]2[C:5](=[O:11])[N:4]([CH3:12])[C:3]1=[O:13].[H-].[Na+].C([CH:20]1[CH2:24]OS(=O)(=O)[N:21]1[C:27]([O-:29])=[O:28])(C)(C)C. (5) Given the product [Cl:1][C:2]1[N:7]=[C:6]2[C:8]([C:15]3[CH:14]=[N:13][CH:18]=[CH:17][CH:16]=3)=[N:9][N:10]([CH3:11])[C:5]2=[CH:4][CH:3]=1, predict the reactants needed to synthesize it. The reactants are: [Cl:1][C:2]1[N:7]=[C:6]2[C:8](I)=[N:9][N:10]([CH3:11])[C:5]2=[CH:4][CH:3]=1.[N:13]1[CH:18]=[CH:17][CH:16]=[C:15](B(O)O)[CH:14]=1.